From a dataset of Reaction yield outcomes from USPTO patents with 853,638 reactions. Predict the reaction yield, written as a fraction of the theoretical maximum amount of product (1.0 means a 100% yield; for example, 0.34 means a 34% yield). (1) The reactants are [C:1]1(C)[CH:6]=[CH:5][C:4]([CH:7]([C:14]2[CH:19]=[CH:18][C:17](C)=[CH:16][CH:15]=2)[S:8]([CH2:10][C:11]([NH2:13])=[O:12])=[O:9])=[CH:3][CH:2]=1.[Br:22]C1C=C(C(C2C=CC=CC=2)SCC(N)=O)C=CC=1. No catalyst specified. The product is [Br:22][C:2]1[CH:3]=[C:4]([CH:7]([C:14]2[CH:19]=[CH:18][CH:17]=[CH:16][CH:15]=2)[S:8]([CH2:10][C:11]([NH2:13])=[O:12])=[O:9])[CH:5]=[CH:6][CH:1]=1. The yield is 0.690. (2) The reactants are Br[CH2:2][C:3]1[CH:4]=[CH:5][C:6]([O:9][CH3:10])=[N:7][CH:8]=1.[CH3:11][C:12]1[N:17]=[C:16]([SH:18])[N:15]=[C:14]([OH:19])[CH:13]=1. No catalyst specified. The product is [CH3:10][O:9][C:6]1[N:7]=[CH:8][C:3]([CH2:2][S:18][C:16]2[N:15]=[C:14]([OH:19])[CH:13]=[C:12]([CH3:11])[N:17]=2)=[CH:4][CH:5]=1. The yield is 0.750. (3) The reactants are [CH3:1][C:2]1[C:8]([CH3:9])=[CH:7][CH:6]=[C:5]([N+:10]([O-:12])=[O:11])[C:3]=1[NH2:4].[C:13](Cl)(Cl)=[S:14]. The catalyst is C1(C)C=CC=CC=1. The product is [CH3:1][C:2]1[C:8]([CH3:9])=[CH:7][CH:6]=[C:5]([N+:10]([O-:12])=[O:11])[C:3]=1[N:4]=[C:13]=[S:14]. The yield is 0.950. (4) The reactants are Cl[CH2:2][CH2:3][CH2:4][CH2:5][O:6][C:7]1[CH:16]=[C:15]2[C:10]([C:11]([O:17][C:18]3[CH:23]=[CH:22][C:21]([CH3:24])=[CH:20][C:19]=3[C:25]([C:27]3[CH:32]=[CH:31][CH:30]=[CH:29][CH:28]=3)=[O:26])=[CH:12][CH:13]=[N:14]2)=[CH:9][C:8]=1[O:33][CH3:34].[N:35]1([CH:40]2[CH2:45][CH2:44][NH:43][CH2:42][CH2:41]2)[CH2:39][CH2:38][CH2:37][CH2:36]1.C(=O)([O-])[O-].[K+].[K+].O. The catalyst is CN(C)C=O. The product is [CH3:24][C:21]1[CH:22]=[CH:23][C:18]([O:17][C:11]2[C:10]3[C:15](=[CH:16][C:7]([O:6][CH2:5][CH2:4][CH2:3][CH2:2][N:43]4[CH2:44][CH2:45][CH:40]([N:35]5[CH2:39][CH2:38][CH2:37][CH2:36]5)[CH2:41][CH2:42]4)=[C:8]([O:33][CH3:34])[CH:9]=3)[N:14]=[CH:13][CH:12]=2)=[C:19]([C:25]([C:27]2[CH:32]=[CH:31][CH:30]=[CH:29][CH:28]=2)=[O:26])[CH:20]=1. The yield is 0.900. (5) The reactants are [N:1]12[CH2:8][CH2:7][CH:4]([CH2:5][CH2:6]1)[CH:3]([NH2:9])[CH2:2]2.[CH3:10][O:11][C:12]1[CH:17]=[CH:16][C:15]([CH2:18][CH2:19][CH2:20][C:21](O)=[O:22])=[CH:14][CH:13]=1. No catalyst specified. The product is [N:1]12[CH2:8][CH2:7][CH:4]([CH2:5][CH2:6]1)[CH:3]([NH:9][C:21](=[O:22])[CH2:20][CH2:19][CH2:18][C:15]1[CH:14]=[CH:13][C:12]([O:11][CH3:10])=[CH:17][CH:16]=1)[CH2:2]2. The yield is 0.280. (6) The reactants are [Br-:1].[Br-:2].[Br-].[NH+]1C=CC=CC=1.[NH+]1C=CC=CC=1.[NH+]1C=CC=CC=1.[NH:22]1[C:30]2[C:25](=[CH:26][CH:27]=[CH:28][N:29]=2)[CH:24]=[CH:23]1.CC([OH:35])(C)C. No catalyst specified. The product is [Br:1][C:24]1([Br:2])[C:25]2[C:30](=[N:29][CH:28]=[CH:27][CH:26]=2)[NH:22][C:23]1=[O:35]. The yield is 0.750. (7) The reactants are [CH:1]([NH:4][C:5]1[S:6][C:7]2[C:12]([N:13]=1)=[CH:11][CH:10]=[C:9]([CH2:14]O)[N:8]=2)([CH3:3])[CH3:2].O=S(Cl)[Cl:18]. The catalyst is C(Cl)Cl. The product is [ClH:18].[ClH:18].[Cl:18][CH2:14][C:9]1[N:8]=[C:7]2[S:6][C:5]([NH:4][CH:1]([CH3:3])[CH3:2])=[N:13][C:12]2=[CH:11][CH:10]=1. The yield is 0.900. (8) The reactants are [C:1]([NH:9][CH:10]([CH3:19])[C:11](=[O:18])[CH2:12][C:13]([O:15][CH2:16][CH3:17])=[O:14])(=O)[C:2]1[CH:7]=[CH:6][CH:5]=[CH:4][CH:3]=1.O=P(Cl)(Cl)Cl.C([O-])(O)=O.[Na+]. The catalyst is CN(C=O)C. The product is [CH2:16]([O:15][C:13](=[O:14])[CH2:12][C:11]1[O:18][C:1]([C:2]2[CH:7]=[CH:6][CH:5]=[CH:4][CH:3]=2)=[N:9][C:10]=1[CH3:19])[CH3:17]. The yield is 0.480. (9) The reactants are [Br:1][C:2]1[CH:3]=[CH:4][C:5]2[O:9][CH:8]([CH3:10])[C:7](=O)[C:6]=2[CH:12]=1.[CH2:13]([O:15][C:16](=[O:37])[CH:17]=P(C1C=CC=CC=1)(C1C=CC=CC=1)C1C=CC=CC=1)[CH3:14]. The catalyst is C1(C)C=CC=CC=1.Cl.C(O)C. The product is [CH2:13]([O:15][C:16](=[O:37])[CH2:17][C:7]1[C:6]2[CH:12]=[C:2]([Br:1])[CH:3]=[CH:4][C:5]=2[O:9][C:8]=1[CH3:10])[CH3:14]. The yield is 0.780.